Dataset: Forward reaction prediction with 1.9M reactions from USPTO patents (1976-2016). Task: Predict the product of the given reaction. (1) Given the reactants [C:1]([C@H:5]1[CH2:10][CH2:9][C@H:8]([O:11][C:12]2[CH:13]=[C:14]3[C:19](=[CH:20][CH:21]=2)[CH:18]=[C:17]([CH:22]=O)[CH:16]=[CH:15]3)[CH2:7][CH2:6]1)([CH3:4])([CH3:3])[CH3:2].[CH2:24]([NH2:26])[CH3:25].CC(O)=O.[BH3-]C#N.[Na+], predict the reaction product. The product is: [C:1]([C@H:5]1[CH2:10][CH2:9][C@H:8]([O:11][C:12]2[CH:13]=[C:14]3[C:19](=[CH:20][CH:21]=2)[CH:18]=[C:17]([CH2:22][NH:26][CH2:24][CH3:25])[CH:16]=[CH:15]3)[CH2:7][CH2:6]1)([CH3:4])([CH3:3])[CH3:2]. (2) Given the reactants [C:1]([C:3]1([CH2:14]O)[CH2:6][N:5]([C:7]([O:9][C:10]([CH3:13])([CH3:12])[CH3:11])=[O:8])[CH2:4]1)#[N:2].CCN(S(F)(F)[F:22])CC.C([O-])(O)=O.[Na+], predict the reaction product. The product is: [C:1]([C:3]1([CH2:14][F:22])[CH2:6][N:5]([C:7]([O:9][C:10]([CH3:13])([CH3:12])[CH3:11])=[O:8])[CH2:4]1)#[N:2]. (3) The product is: [Cl:1][C:2]1[N:7]=[C:6]([CH:11]=[CH2:12])[C:5]([F:9])=[CH:4][N:3]=1. Given the reactants [Cl:1][C:2]1[N:7]=[C:6](Cl)[C:5]([F:9])=[CH:4][N:3]=1.[B-](F)(F)(F)[CH:11]=[CH2:12].[K+].C(Cl)Cl, predict the reaction product. (4) Given the reactants [Cl:1][C:2]1[CH:8]=[C:7]([I:9])[CH:6]=[CH:5][C:3]=1[NH2:4].F[C:11]1[CH:12]=[C:13]([CH:17]=[CH:18][N:19]=1)[C:14]([OH:16])=[O:15], predict the reaction product. The product is: [Cl:1][C:2]1[CH:8]=[C:7]([I:9])[CH:6]=[CH:5][C:3]=1[NH:4][C:17]1[CH:18]=[N:19][CH:11]=[CH:12][C:13]=1[C:14]([OH:16])=[O:15]. (5) Given the reactants [CH3:1][O:2][C:3](=[O:37])[CH2:4][CH:5]1[C:9]2=[C:10]([S:29][C:30]3[CH:35]=[CH:34][C:33]([Cl:36])=[CH:32][CH:31]=3)[C:11]3[C:12]([S:25]([CH3:28])(=[O:27])=[O:26])=[CH:13][C:14](OS(C(F)(F)F)(=O)=O)=[CH:15][C:16]=3[N:8]2[CH2:7][CH2:6]1.[Cl:38][C:39]1[CH:44]=[CH:43][C:42](B(O)O)=[CH:41][CH:40]=1.C([O-])([O-])=O.[K+].[K+], predict the reaction product. The product is: [CH3:1][O:2][C:3](=[O:37])[CH2:4][CH:5]1[C:9]2=[C:10]([S:29][C:30]3[CH:35]=[CH:34][C:33]([Cl:36])=[CH:32][CH:31]=3)[C:11]3[C:12]([S:25]([CH3:28])(=[O:27])=[O:26])=[CH:13][C:14]([C:42]4[CH:43]=[CH:44][C:39]([Cl:38])=[CH:40][CH:41]=4)=[CH:15][C:16]=3[N:8]2[CH2:7][CH2:6]1. (6) Given the reactants C([O:3][C:4](=[O:27])[CH:5]([CH:11]([C:21]1[CH:26]=[CH:25][CH:24]=[CH:23][CH:22]=1)[C:12]1[C:16]2[CH:17]=[N:18][CH:19]=[CH:20][C:15]=2[NH:14][CH:13]=1)[C:6]([O:8]CC)=[O:7])C.[OH-].[Na+], predict the reaction product. The product is: [C:21]1([CH:11]([C:12]2[C:16]3[CH:17]=[N:18][CH:19]=[CH:20][C:15]=3[NH:14][CH:13]=2)[CH:5]([C:4]([OH:27])=[O:3])[C:6]([OH:8])=[O:7])[CH:26]=[CH:25][CH:24]=[CH:23][CH:22]=1. (7) Given the reactants [NH2:1][C:2]1[CH:7]=[CH:6][C:5]([C:8]2([OH:11])[CH2:10][CH2:9]2)=[C:4]([F:12])[CH:3]=1.N1C=CC=CC=1.Cl[C:20]([O:22][C:23]1[CH:28]=[CH:27][CH:26]=[CH:25][CH:24]=1)=[O:21], predict the reaction product. The product is: [F:12][C:4]1[CH:3]=[C:2]([NH:1][C:20](=[O:21])[O:22][C:23]2[CH:28]=[CH:27][CH:26]=[CH:25][CH:24]=2)[CH:7]=[CH:6][C:5]=1[C:8]1([OH:11])[CH2:9][CH2:10]1.